The task is: Regression. Given a peptide amino acid sequence and an MHC pseudo amino acid sequence, predict their binding affinity value. This is MHC class I binding data.. This data is from Peptide-MHC class I binding affinity with 185,985 pairs from IEDB/IMGT. (1) The peptide sequence is TTEANAGQF. The MHC is HLA-A02:19 with pseudo-sequence HLA-A02:19. The binding affinity (normalized) is 0.0847. (2) The MHC is HLA-B35:01 with pseudo-sequence HLA-B35:01. The peptide sequence is MPALTIACM. The binding affinity (normalized) is 0.847.